From a dataset of Catalyst prediction with 721,799 reactions and 888 catalyst types from USPTO. Predict which catalyst facilitates the given reaction. (1) Reactant: [CH2:1]([O:8][C:9]1[C:24]([O:25][CH3:26])=[CH:23][C:12]([C:13]([N:15]2[CH2:19][C@H:18]([OH:20])[CH2:17][C@H:16]2[CH2:21][OH:22])=[O:14])=[C:11]([N+:27]([O-])=O)[CH:10]=1)[C:2]1[CH:7]=[CH:6][CH:5]=[CH:4][CH:3]=1.O.O.Cl[Sn]Cl.CCOC(C)=O. Product: [NH2:27][C:11]1[CH:10]=[C:9]([O:8][CH2:1][C:2]2[CH:3]=[CH:4][CH:5]=[CH:6][CH:7]=2)[C:24]([O:25][CH3:26])=[CH:23][C:12]=1[C:13]([N:15]1[CH2:19][C@H:18]([OH:20])[CH2:17][C@H:16]1[CH2:21][OH:22])=[O:14]. The catalyst class is: 5. (2) Product: [CH:28]1([NH:31][C:22](=[O:23])[C:21]([NH:20][O:19][CH:16]2[CH2:15][CH2:14][N:13]([S:10]([C:7]3[CH:6]=[CH:5][C:4]([O:3][C:2]([F:26])([F:27])[F:1])=[CH:9][CH:8]=3)(=[O:12])=[O:11])[CH2:18][CH2:17]2)=[O:25])[CH2:30][CH2:29]1. The catalyst class is: 9. Reactant: [F:1][C:2]([F:27])([F:26])[O:3][C:4]1[CH:9]=[CH:8][C:7]([S:10]([N:13]2[CH2:18][CH2:17][CH:16]([O:19][NH:20][C:21](=[O:25])[C:22](O)=[O:23])[CH2:15][CH2:14]2)(=[O:12])=[O:11])=[CH:6][CH:5]=1.[CH:28]1([NH2:31])[CH2:30][CH2:29]1. (3) Reactant: [C:1]1([C:7]2([CH2:12]OS(C)(=O)=O)[CH2:11][CH2:10][CH2:9][CH2:8]2)[CH:6]=[CH:5][CH:4]=[CH:3][CH:2]=1.[C-:18]#[N:19].[Na+].O. Product: [C:1]1([C:7]2([CH2:12][C:18]#[N:19])[CH2:11][CH2:10][CH2:9][CH2:8]2)[CH:6]=[CH:5][CH:4]=[CH:3][CH:2]=1. The catalyst class is: 16.